The task is: Binary Classification. Given a drug SMILES string, predict its activity (active/inactive) in a high-throughput screening assay against a specified biological target.. This data is from HIV replication inhibition screening data with 41,000+ compounds from the AIDS Antiviral Screen. The molecule is OCCc1ccccc1Cn1cnc2c(O)ncnc21. The result is 0 (inactive).